The task is: Predict the reactants needed to synthesize the given product.. This data is from Full USPTO retrosynthesis dataset with 1.9M reactions from patents (1976-2016). (1) Given the product [CH3:37][N:36]([CH2:35][C:12]1[C:13]2[O:17][N:16]=[C:15]([CH2:18][CH2:19][CH:20]3[CH2:21][CH2:22][NH:23][CH2:24][CH2:25]3)[C:14]=2[CH:33]=[CH:34][C:11]=1[O:10][CH2:9][C:6]1[CH:5]=[CH:4][C:3]([C:1]#[N:2])=[N:8][CH:7]=1)[CH3:38], predict the reactants needed to synthesize it. The reactants are: [C:1]([C:3]1[N:8]=[CH:7][C:6]([CH2:9][O:10][C:11]2[CH:34]=[CH:33][C:14]3[C:15]([CH2:18][CH2:19][CH:20]4[CH2:25][CH2:24][N:23](C(OC(C)(C)C)=O)[CH2:22][CH2:21]4)=[N:16][O:17][C:13]=3[C:12]=2[CH2:35][N:36]([CH3:38])[CH3:37])=[CH:5][CH:4]=1)#[N:2].Cl. (2) Given the product [Cl:21][C:18]1[CH:19]=[CH:20][C:15]([N:10]2[CH2:11][CH2:12][N:8]([C:3]3[CH:4]=[N:5][CH:6]=[CH:7][C:2]=3[CH3:1])[C:9]2=[O:13])=[CH:16][C:17]=1[F:22], predict the reactants needed to synthesize it. The reactants are: [CH3:1][C:2]1[CH:7]=[CH:6][N:5]=[CH:4][C:3]=1[N:8]1[CH2:12][CH2:11][NH:10][C:9]1=[O:13].Br[C:15]1[CH:20]=[CH:19][C:18]([Cl:21])=[C:17]([F:22])[CH:16]=1.N[C@@H]1CCCC[C@H]1N.P([O-])([O-])([O-])=O.[K+].[K+].[K+]. (3) Given the product [CH2:14]([O:21][C:22]([NH:23][C@@H:24]([CH2:25][CH3:26])[C:27](=[O:28])[CH2:9][C:8]([O:11][CH2:12][CH3:13])=[O:10])=[O:34])[C:15]1[CH:20]=[CH:19][CH:18]=[CH:17][CH:16]=1, predict the reactants needed to synthesize it. The reactants are: C(NC(C)C)(C)C.[C:8]([O:11][CH2:12][CH3:13])(=[O:10])[CH3:9].[CH2:14]([O:21][C:22](=[O:34])[NH:23][C@H:24]([C:27](N1C=CN=C1)=[O:28])[CH2:25][CH3:26])[C:15]1[CH:20]=[CH:19][CH:18]=[CH:17][CH:16]=1.C(OC(N[C@@H](CC)C(O)=O)=O)C1C=CC=CC=1. (4) Given the product [NH2:1][C:2]1[C:11]2[C:6](=[CH:7][CH:8]=[CH:9][C:10]=2[O:12][CH2:13][C@H:14]([NH:16][C:27](=[O:28])[C:26]2[CH:30]=[CH:31][CH:32]=[C:24]([OH:23])[CH:25]=2)[CH3:15])[N:5]=[C:4]([CH3:17])[C:3]=1[C:18]([O:20][CH2:21][CH3:22])=[O:19], predict the reactants needed to synthesize it. The reactants are: [NH2:1][C:2]1[C:11]2[C:6](=[CH:7][CH:8]=[CH:9][C:10]=2[O:12][CH2:13][C@H:14]([NH2:16])[CH3:15])[N:5]=[C:4]([CH3:17])[C:3]=1[C:18]([O:20][CH2:21][CH3:22])=[O:19].[OH:23][C:24]1[CH:25]=[C:26]([CH:30]=[CH:31][CH:32]=1)[C:27](O)=[O:28]. (5) Given the product [C:1]([N:5]1[C:9]([C:10]2[CH:11]=[CH:12][C:13]([F:16])=[CH:14][CH:15]=2)=[C:8]([C:17]2[S:18][CH:19]=[C:20]([CH2:22][C:23]([N:30]3[CH2:31][CH2:32][N:27]([CH3:26])[CH2:28][CH2:29]3)=[O:25])[N:21]=2)[CH:7]=[N:6]1)([CH3:3])([CH3:4])[CH3:2], predict the reactants needed to synthesize it. The reactants are: [C:1]([N:5]1[C:9]([C:10]2[CH:15]=[CH:14][C:13]([F:16])=[CH:12][CH:11]=2)=[C:8]([C:17]2[S:18][CH:19]=[C:20]([CH2:22][C:23]([OH:25])=O)[N:21]=2)[CH:7]=[N:6]1)([CH3:4])([CH3:3])[CH3:2].[CH3:26][N:27]1[CH2:32][CH2:31][NH:30][CH2:29][CH2:28]1.